Dataset: Full USPTO retrosynthesis dataset with 1.9M reactions from patents (1976-2016). Task: Predict the reactants needed to synthesize the given product. Given the product [O:13]=[C:14]([NH:20][C:21]1[CH:26]=[CH:25][C:24]([C:27]([F:30])([F:28])[F:29])=[CH:23][N:22]=1)[CH2:15][CH2:16][C:17]([O:8][CH2:7][C:1]1[CH:6]=[CH:5][CH:4]=[CH:3][CH:2]=1)=[O:18], predict the reactants needed to synthesize it. The reactants are: [C:1]1([CH2:7][OH:8])[CH:6]=[CH:5][CH:4]=[CH:3][CH:2]=1.S(Cl)(Cl)=O.[O:13]=[C:14]([NH:20][C:21]1[CH:26]=[CH:25][C:24]([C:27]([F:30])([F:29])[F:28])=[CH:23][N:22]=1)[CH2:15][CH2:16][C:17](O)=[O:18].